From a dataset of Forward reaction prediction with 1.9M reactions from USPTO patents (1976-2016). Predict the product of the given reaction. (1) The product is: [Br:1][C:2]1[CH:8]=[CH:7][C:5]2[N:6]=[C:14]([C:13]3[CH:17]=[CH:18][C:19]([CH3:20])=[C:11]([CH3:10])[CH:12]=3)[O:9][C:4]=2[CH:3]=1. Given the reactants [Br:1][C:2]1[CH:8]=[CH:7][C:5]([NH2:6])=[C:4]([OH:9])[CH:3]=1.[CH3:10][C:11]1[CH:12]=[C:13]([CH:17]=[CH:18][C:19]=1[CH3:20])[C:14](O)=O, predict the reaction product. (2) Given the reactants [C:1]([C:5]1[N:10]=[C:9]2[NH:11][N:12]=[CH:13][C:8]2=[C:7]([N:14]2[CH2:18][CH2:17][C@H:16]([OH:19])[CH2:15]2)[N:6]=1)([CH3:4])([CH3:3])[CH3:2].N1C=CN=C1.[C:25]([Si:29]([CH3:32])([CH3:31])Cl)([CH3:28])([CH3:27])[CH3:26], predict the reaction product. The product is: [C:1]([C:5]1[N:10]=[C:9]2[NH:11][N:12]=[CH:13][C:8]2=[C:7]([N:14]2[CH2:18][CH2:17][C@H:16]([O:19][Si:29]([C:25]([CH3:28])([CH3:27])[CH3:26])([CH3:32])[CH3:31])[CH2:15]2)[N:6]=1)([CH3:4])([CH3:2])[CH3:3]. (3) Given the reactants [H-].[Na+].[CH2:3]([OH:7])[CH2:4][CH2:5][CH3:6].Cl[C:9]1[N:10]=[C:11]([N:29]2[CH2:34][CH2:33][NH:32][CH2:31][CH:30]2[C:35](=[O:44])[NH:36][C:37]2[CH:42]=[CH:41][CH:40]=[C:39]([CH3:43])[CH:38]=2)[C:12]2[N:18]=[C:17]([C:19]3[CH:24]=[CH:23][C:22]([O:25][CH3:26])=[C:21]([O:27][CH3:28])[CH:20]=3)[CH:16]=[CH:15][C:13]=2[N:14]=1, predict the reaction product. The product is: [CH2:3]([O:7][C:9]1[N:10]=[C:11]([N:29]2[CH2:34][CH2:33][NH:32][CH2:31][CH:30]2[C:35](=[O:44])[NH:36][C:37]2[CH:42]=[CH:41][CH:40]=[C:39]([CH3:43])[CH:38]=2)[C:12]2[N:18]=[C:17]([C:19]3[CH:24]=[CH:23][C:22]([O:25][CH3:26])=[C:21]([O:27][CH3:28])[CH:20]=3)[CH:16]=[CH:15][C:13]=2[N:14]=1)[CH2:4][CH2:5][CH3:6]. (4) Given the reactants [NH2:1][C:2]1[S:3][CH:4]([C:19]2[CH:24]=[CH:23][CH:22]=[CH:21][CH:20]=2)[C:5]([C:8]2[CH:9]=[CH:10][C:11]3[O:16][CH2:15][C:14](=[O:17])[NH:13][C:12]=3[CH:18]=2)=[CH:6][N:7]=1.[C:25]([O:28][CH2:29][C:30]([CH2:32]Cl)=O)(=[O:27])[CH3:26].C(OCC)(=O)C.C([O-])(O)=O.[Na+], predict the reaction product. The product is: [C:25]([O:28][CH2:29][C:30]1[N:1]=[C:2]2[N:7]([CH:32]=1)[CH:6]=[C:5]([C:8]1[CH:9]=[CH:10][C:11]3[O:16][CH2:15][C:14](=[O:17])[NH:13][C:12]=3[CH:18]=1)[CH:4]([C:19]1[CH:20]=[CH:21][CH:22]=[CH:23][CH:24]=1)[S:3]2)(=[O:27])[CH3:26].